This data is from Peptide-MHC class I binding affinity with 185,985 pairs from IEDB/IMGT. The task is: Regression. Given a peptide amino acid sequence and an MHC pseudo amino acid sequence, predict their binding affinity value. This is MHC class I binding data. (1) The peptide sequence is VKSMILHEIL. The MHC is HLA-B27:05 with pseudo-sequence HLA-B27:05. The binding affinity (normalized) is 0. (2) The peptide sequence is SYMLQGLRK. The MHC is HLA-B18:01 with pseudo-sequence HLA-B18:01. The binding affinity (normalized) is 0.0847.